From a dataset of NCI-60 drug combinations with 297,098 pairs across 59 cell lines. Regression. Given two drug SMILES strings and cell line genomic features, predict the synergy score measuring deviation from expected non-interaction effect. (1) Drug 1: CC12CCC3C(C1CCC2O)C(CC4=C3C=CC(=C4)O)CCCCCCCCCS(=O)CCCC(C(F)(F)F)(F)F. Drug 2: CC1=C2C(C(=O)C3(C(CC4C(C3C(C(C2(C)C)(CC1OC(=O)C(C(C5=CC=CC=C5)NC(=O)OC(C)(C)C)O)O)OC(=O)C6=CC=CC=C6)(CO4)OC(=O)C)O)C)O. Cell line: SW-620. Synergy scores: CSS=6.58, Synergy_ZIP=5.58, Synergy_Bliss=12.5, Synergy_Loewe=12.6, Synergy_HSA=12.8. (2) Drug 1: CC1CCC2CC(C(=CC=CC=CC(CC(C(=O)C(C(C(=CC(C(=O)CC(OC(=O)C3CCCCN3C(=O)C(=O)C1(O2)O)C(C)CC4CCC(C(C4)OC)O)C)C)O)OC)C)C)C)OC. Drug 2: C1CNP(=O)(OC1)N(CCCl)CCCl. Cell line: UACC-257. Synergy scores: CSS=1.16, Synergy_ZIP=0.0539, Synergy_Bliss=-0.532, Synergy_Loewe=0.526, Synergy_HSA=-1.14. (3) Drug 1: C1CCC(C(C1)N)N.C(=O)(C(=O)[O-])[O-].[Pt+4]. Drug 2: C1C(C(OC1N2C=NC3=C2NC=NCC3O)CO)O. Cell line: M14. Synergy scores: CSS=5.80, Synergy_ZIP=-4.28, Synergy_Bliss=-0.814, Synergy_Loewe=-8.44, Synergy_HSA=-3.19. (4) Drug 1: CC1C(C(=O)NC(C(=O)N2CCCC2C(=O)N(CC(=O)N(C(C(=O)O1)C(C)C)C)C)C(C)C)NC(=O)C3=C4C(=C(C=C3)C)OC5=C(C(=O)C(=C(C5=N4)C(=O)NC6C(OC(=O)C(N(C(=O)CN(C(=O)C7CCCN7C(=O)C(NC6=O)C(C)C)C)C)C(C)C)C)N)C. Drug 2: CC1=C(C=C(C=C1)NC(=O)C2=CC=C(C=C2)CN3CCN(CC3)C)NC4=NC=CC(=N4)C5=CN=CC=C5. Cell line: CCRF-CEM. Synergy scores: CSS=55.6, Synergy_ZIP=8.25, Synergy_Bliss=12.5, Synergy_Loewe=-1.11, Synergy_HSA=14.2. (5) Drug 1: CN(C)C1=NC(=NC(=N1)N(C)C)N(C)C. Cell line: NCI-H322M. Synergy scores: CSS=11.2, Synergy_ZIP=-4.17, Synergy_Bliss=-0.937, Synergy_Loewe=-25.2, Synergy_HSA=-3.85. Drug 2: CC1=C(C(=CC=C1)Cl)NC(=O)C2=CN=C(S2)NC3=CC(=NC(=N3)C)N4CCN(CC4)CCO. (6) Drug 1: C1C(C(OC1N2C=C(C(=O)NC2=O)F)CO)O. Drug 2: C1=NC2=C(N1)C(=S)N=CN2. Cell line: OVCAR-4. Synergy scores: CSS=57.8, Synergy_ZIP=-2.11, Synergy_Bliss=4.29, Synergy_Loewe=-0.505, Synergy_HSA=4.19. (7) Drug 1: CN(C(=O)NC(C=O)C(C(C(CO)O)O)O)N=O. Drug 2: N.N.Cl[Pt+2]Cl. Cell line: OVCAR3. Synergy scores: CSS=36.6, Synergy_ZIP=6.47, Synergy_Bliss=3.51, Synergy_Loewe=-46.3, Synergy_HSA=-4.70.